This data is from Reaction yield outcomes from USPTO patents with 853,638 reactions. The task is: Predict the reaction yield, written as a fraction of the theoretical maximum amount of product (1.0 means a 100% yield; for example, 0.34 means a 34% yield). (1) The reactants are [CH3:1][C:2]1[C:10]2[C:5](=[CH:6][CH:7]=[C:8]([C:11]#[N:12])[CH:9]=2)[NH:4][C:3]=1[C:13]1[CH:14]=[N:15][CH:16]=[CH:17][CH:18]=1.CN(C=[O:23])C.[H-].[Na+].Cl[CH2:27][O:28][C:29](=[O:34])[C:30]([CH3:33])([CH3:32])[CH3:31]. The catalyst is C(OCC)(=O)C. The product is [NH4+:4].[OH-:23].[C:11]([C:8]1[CH:9]=[C:10]2[C:5](=[CH:6][CH:7]=1)[N:4]([CH2:27][O:28][C:29](=[O:34])[C:30]([CH3:33])([CH3:32])[CH3:31])[C:3]([C:13]1[CH:14]=[N:15][CH:16]=[CH:17][CH:18]=1)=[C:2]2[CH3:1])#[N:12]. The yield is 0.00100. (2) The reactants are N1C2C(=CC=CC=2)C=[C:2]1[C:10]([O-:12])=[O:11].Cl[CH2:14][C:15]1[CH:20]=[C:19](C(F)(F)F)[CH:18]=[C:17](OCCOC)[CH:16]=1. The catalyst is CN(C=O)C.O. The product is [CH3:14][CH2:15][O:12][C:10]([CH3:2])=[O:11].[CH3:19][CH2:20][CH2:15][CH2:16][CH2:17][CH3:18]. The yield is 0.810. (3) The reactants are [NH2:1][CH2:2][C:3]1[CH:8]=[N:7][C:6]([CH3:9])=[CH:5][N:4]=1.C([N:18]=[C:19]=[S:20])(=O)C1C=CC=CC=1.N. The catalyst is CO. The product is [CH3:9][C:6]1[N:7]=[CH:8][C:3]([CH2:2][NH:1][C:19]([NH2:18])=[S:20])=[N:4][CH:5]=1. The yield is 0.910. (4) The reactants are [O:1]1[CH:5]=[C:4]([C:6]([OH:8])=O)[N:3]=[CH:2]1.[NH2:9][C@@H:10]([CH3:27])[CH2:11][N:12]1[CH:16]=[CH:15][C:14]([C:17]2[CH:24]=[CH:23][C:20]([C:21]#[N:22])=[C:19]([Cl:25])[C:18]=2[CH3:26])=[N:13]1. No catalyst specified. The product is [Cl:25][C:19]1[C:18]([CH3:26])=[C:17]([C:14]2[CH:15]=[CH:16][N:12]([CH2:11][C@@H:10]([NH:9][C:6]([C:4]3[N:3]=[CH:2][O:1][CH:5]=3)=[O:8])[CH3:27])[N:13]=2)[CH:24]=[CH:23][C:20]=1[C:21]#[N:22]. The yield is 0.00813. (5) The reactants are [C:1]([O:10][CH3:11])(=[O:9])[C:2]1[C:3](=[CH:5][CH:6]=[CH:7][CH:8]=1)[NH2:4].CCN(C(C)C)C(C)C.[Cl:21][CH:22]([CH3:26])[C:23](Cl)=[O:24].C([O-])(O)=O.[Na+]. The catalyst is C(Cl)Cl. The product is [CH3:11][O:10][C:1](=[O:9])[C:2]1[CH:8]=[CH:7][CH:6]=[CH:5][C:3]=1[NH:4][C:23](=[O:24])[CH:22]([Cl:21])[CH3:26]. The yield is 0.970. (6) The reactants are C[O:2][C:3](=[O:34])[CH2:4][C:5]1[C:14]([CH3:15])=[C:13]([CH:16]2[CH2:21][CH2:20][N:19]([C:22](=[O:32])[NH:23][C:24]3[CH:29]=[CH:28][C:27]([Cl:30])=[CH:26][C:25]=3[Cl:31])[CH2:18][CH2:17]2)[C:12]2[C:7](=[CH:8][CH:9]=[C:10]([F:33])[CH:11]=2)[CH:6]=1.O.[OH-].[Li+]. The catalyst is C1COCC1.O. The product is [Cl:31][C:25]1[CH:26]=[C:27]([Cl:30])[CH:28]=[CH:29][C:24]=1[NH:23][C:22]([N:19]1[CH2:18][CH2:17][CH:16]([C:13]2[C:12]3[C:7](=[CH:8][CH:9]=[C:10]([F:33])[CH:11]=3)[CH:6]=[C:5]([CH2:4][C:3]([OH:34])=[O:2])[C:14]=2[CH3:15])[CH2:21][CH2:20]1)=[O:32]. The yield is 0.800.